The task is: Predict the reactants needed to synthesize the given product.. This data is from Full USPTO retrosynthesis dataset with 1.9M reactions from patents (1976-2016). (1) Given the product [C:20]([C:19]1[CH:22]=[CH:23][C:16]([CH:15]2[N:8]3[N:7]=[C:6]([C:2]4[S:1][CH:5]=[CH:4][CH:3]=4)[N:10]=[C:9]3[NH:11][C:24]([CH3:25])=[C:14]2[C:12]#[N:13])=[CH:17][CH:18]=1)#[N:21], predict the reactants needed to synthesize it. The reactants are: [S:1]1[CH:5]=[CH:4][CH:3]=[C:2]1[C:6]1[N:10]=[C:9]([NH2:11])[NH:8][N:7]=1.[C:12]([C:14]([C:24](=O)[CH3:25])=[CH:15][C:16]1[CH:23]=[CH:22][C:19]([C:20]#[N:21])=[CH:18][CH:17]=1)#[N:13].C(=O)(O)[O-].[Na+]. (2) Given the product [NH2:2][O:3][P:19](=[O:20])([C:21]1[CH:22]=[CH:23][CH:24]=[CH:25][CH:26]=1)[C:13]1[CH:18]=[CH:17][CH:16]=[CH:15][CH:14]=1, predict the reactants needed to synthesize it. The reactants are: Cl.[NH2:2][OH:3].C(N(C(C)C)CC)(C)C.[C:13]1([P:19](Cl)([C:21]2[CH:26]=[CH:25][CH:24]=[CH:23][CH:22]=2)=[O:20])[CH:18]=[CH:17][CH:16]=[CH:15][CH:14]=1.